Dataset: Forward reaction prediction with 1.9M reactions from USPTO patents (1976-2016). Task: Predict the product of the given reaction. (1) Given the reactants [I:1][C:2]1[CH:3]=[C:4]2[C:8](=[CH:9][CH:10]=1)[NH:7][CH:6]=[CH:5]2.CI.[C:13]([O-])([O-])=O.[K+].[K+], predict the reaction product. The product is: [I:1][C:2]1[CH:3]=[C:4]2[C:8](=[CH:9][CH:10]=1)[N:7]([CH3:13])[CH:6]=[CH:5]2. (2) Given the reactants [CH3:1][O:2][C:3]1[CH:8]=[CH:7][C:6]([C:9]2[C:17]3[C:12](=[CH:13][CH:14]=[CH:15][CH:16]=3)[N:11]([S:18]([C:21]3[CH:26]=[CH:25][CH:24]=[C:23]([C:27]([F:30])([F:29])[F:28])[CH:22]=3)(=[O:20])=[O:19])[C:10]=2[C:31]([O:33]C(C)(C)C)=[O:32])=[CH:5][CH:4]=1.C(=O)(O)[O-].[Na+], predict the reaction product. The product is: [CH3:1][O:2][C:3]1[CH:4]=[CH:5][C:6]([C:9]2[C:17]3[C:12](=[CH:13][CH:14]=[CH:15][CH:16]=3)[N:11]([S:18]([C:21]3[CH:26]=[CH:25][CH:24]=[C:23]([C:27]([F:28])([F:29])[F:30])[CH:22]=3)(=[O:19])=[O:20])[C:10]=2[C:31]([OH:33])=[O:32])=[CH:7][CH:8]=1. (3) Given the reactants FC(F)(F)S(O[C:7]1[CH:12]=[C:11]([Cl:13])[C:10]([CH2:14][CH:15]2[CH2:19][CH2:18][N:17]([CH:20]3[CH2:25][CH2:24][CH2:23][CH2:22][CH2:21]3)[C:16]2=[O:26])=[C:9]([Cl:27])[CH:8]=1)(=O)=O.[C:30]([CH2:33][CH2:34][C:35]1[CH:40]=[CH:39][C:38](B(O)O)=[CH:37][CH:36]=1)([OH:32])=[O:31], predict the reaction product. The product is: [Cl:27][C:9]1[CH:8]=[C:7]([C:38]2[CH:39]=[CH:40][C:35]([CH2:34][CH2:33][C:30]([OH:32])=[O:31])=[CH:36][CH:37]=2)[CH:12]=[C:11]([Cl:13])[C:10]=1[CH2:14][CH:15]1[CH2:19][CH2:18][N:17]([CH:20]2[CH2:25][CH2:24][CH2:23][CH2:22][CH2:21]2)[C:16]1=[O:26]. (4) Given the reactants [OH-].[K+].[NH2:3][C:4]1[S:5][C:6]([CH3:11])=[CH:7][C:8]=1[C:9]#[N:10].F[C:13]1[CH:18]=[CH:17][CH:16]=[CH:15][C:14]=1[N+:19]([O-:21])=[O:20].O, predict the reaction product. The product is: [N+:19]([C:14]1[CH:15]=[CH:16][CH:17]=[CH:18][C:13]=1[NH:3][C:4]1[S:5][C:6]([CH3:11])=[CH:7][C:8]=1[C:9]#[N:10])([O-:21])=[O:20]. (5) Given the reactants C(OC([N:6]1[C:34]2[C:29](=[CH:30][CH:31]=[C:32]([Cl:35])[CH:33]=2)[C:8]2([CH:13]([C:14]3[CH:19]=[CH:18][CH:17]=[C:16]([Cl:20])[CH:15]=3)[CH2:12][C:11](=[O:21])[NH:10][CH:9]2[C:22]2[CH:27]=[CH:26][CH:25]=[C:24]([CH3:28])[CH:23]=2)[C:7]1=[O:36])=O)C.[OH-].[Na+], predict the reaction product. The product is: [Cl:35][C:32]1[CH:33]=[C:34]2[NH:6][C:7](=[O:36])[C:8]3([CH:13]([C:14]4[CH:19]=[CH:18][CH:17]=[C:16]([Cl:20])[CH:15]=4)[CH2:12][C:11](=[O:21])[NH:10][CH:9]3[C:22]3[CH:27]=[CH:26][CH:25]=[C:24]([CH3:28])[CH:23]=3)[C:29]2=[CH:30][CH:31]=1. (6) Given the reactants [OH:1][C:2]1[C:11]2[C:6](=[CH:7][CH:8]=[CH:9][CH:10]=2)[CH:5]=[CH:4][C:3]=1[C:12]([OH:14])=O.[F:15][C:16]([F:28])([F:27])[S:17]([C:20]1[CH:21]=[C:22]([CH:24]=[CH:25][CH:26]=1)[NH2:23])(=[O:19])=[O:18], predict the reaction product. The product is: [F:27][C:16]([F:15])([F:28])[S:17]([C:20]1[CH:21]=[C:22]([NH:23][C:12]([C:3]2[CH:4]=[CH:5][C:6]3[C:11](=[CH:10][CH:9]=[CH:8][CH:7]=3)[C:2]=2[OH:1])=[O:14])[CH:24]=[CH:25][CH:26]=1)(=[O:18])=[O:19]. (7) The product is: [C:25]([NH:8][CH2:9][CH2:10][S:11][S:12][CH2:13][CH2:14][NH:15][C:16](=[O:24])[C:17]1[CH:22]=[CH:21][CH:20]=[CH:19][C:18]=1[OH:23])(=[O:47])[CH2:26][CH2:27]/[CH:28]=[CH:29]\[CH2:30]/[CH:31]=[CH:32]\[CH2:33]/[CH:34]=[CH:35]\[CH2:36]/[CH:37]=[CH:38]\[CH2:39]/[CH:40]=[CH:41]\[CH2:42]/[CH:43]=[CH:44]\[CH2:45][CH3:46]. Given the reactants C(O)(C(F)(F)F)=O.[NH2:8][CH2:9][CH2:10][S:11][S:12][CH2:13][CH2:14][NH:15][C:16](=[O:24])[C:17]1[CH:22]=[CH:21][CH:20]=[CH:19][C:18]=1[OH:23].[C:25](O)(=[O:47])[CH2:26][CH2:27]/[CH:28]=[CH:29]\[CH2:30]/[CH:31]=[CH:32]\[CH2:33]/[CH:34]=[CH:35]\[CH2:36]/[CH:37]=[CH:38]\[CH2:39]/[CH:40]=[CH:41]\[CH2:42]/[CH:43]=[CH:44]\[CH2:45][CH3:46].CN(C(ON1N=NC2C=CC=NC1=2)=[N+](C)C)C.F[P-](F)(F)(F)(F)F.CCN(C(C)C)C(C)C, predict the reaction product.